This data is from Forward reaction prediction with 1.9M reactions from USPTO patents (1976-2016). The task is: Predict the product of the given reaction. (1) Given the reactants C([O:3][C:4]([CH:6]1[CH2:10][C:9](=[O:11])[N:8]([C:12]2[CH:17]=[CH:16][C:15]([CH:18]([CH3:20])[CH3:19])=[CH:14][CH:13]=2)[CH2:7]1)=O)C.[BH4-].[Na+], predict the reaction product. The product is: [OH:3][CH2:4][CH:6]1[CH2:7][N:8]([C:12]2[CH:17]=[CH:16][C:15]([CH:18]([CH3:19])[CH3:20])=[CH:14][CH:13]=2)[C:9](=[O:11])[CH2:10]1. (2) Given the reactants [CH2:1]([CH:5]([C:9](O)=O)[C:6]([OH:8])=[O:7])[CH2:2][CH2:3][CH3:4].N1CCCCC1.C=O, predict the reaction product. The product is: [CH2:1]([C:5](=[CH2:9])[C:6]([OH:8])=[O:7])[CH2:2][CH2:3][CH3:4]. (3) Given the reactants [Cl:1][C:2]1[CH:9]=[CH:8][C:5]([C:6]#[N:7])=[C:4]([O:10][C@@H:11]([C:16]2[CH:21]=[CH:20][CH:19]=[CH:18][CH:17]=2)[CH2:12][CH2:13][CH2:14]I)[CH:3]=1.[NH:22]1[CH2:26][CH2:25][CH2:24][CH2:23]1.[C:27]([OH:32])(=[O:31])[C:28]([OH:30])=[O:29], predict the reaction product. The product is: [C:27]([OH:32])(=[O:31])[C:28]([OH:30])=[O:29].[Cl:1][C:2]1[CH:9]=[CH:8][C:5]([C:6]#[N:7])=[C:4]([O:10][C@@H:11]([C:16]2[CH:21]=[CH:20][CH:19]=[CH:18][CH:17]=2)[CH2:12][CH2:13][CH2:14][N:22]2[CH2:26][CH2:25][CH2:24][CH2:23]2)[CH:3]=1. (4) Given the reactants [CH:1]([C:4]1[C:8]2[CH:9]=[CH:10][CH:11]=[CH:12][C:7]=2[O:6][C:5]=1[CH2:13][NH:14][CH3:15])([CH3:3])[CH3:2].[O:16]=[C:17]1[NH:26][C:25]2[N:24]=[CH:23][C:22](/[CH:27]=[CH:28]/[C:29]([OH:31])=O)=[CH:21][C:20]=2[CH2:19][CH2:18]1.ON1C2C=CC=CC=2N=N1.C(N(C(C)C)CC)(C)C, predict the reaction product. The product is: [CH:1]([C:4]1[C:8]2[CH:9]=[CH:10][CH:11]=[CH:12][C:7]=2[O:6][C:5]=1[CH2:13][N:14]([CH3:15])[C:29](=[O:31])/[CH:28]=[CH:27]/[C:22]1[CH:23]=[N:24][C:25]2[NH:26][C:17](=[O:16])[CH2:18][CH2:19][C:20]=2[CH:21]=1)([CH3:3])[CH3:2]. (5) The product is: [CH:1]([N:4]1[C:8]2[C:13](=[CH:12][C:11]3[O:14][CH2:15][O:16][C:10]=3[CH:9]=2)[CH:23]([C:19]2[CH:18]=[N:17][CH:22]=[CH:21][CH:20]=2)[NH:7][C:5]1=[O:6])([CH3:3])[CH3:2]. Given the reactants [CH:1]([N:4]([C:8]1[CH:13]=[CH:12][C:11]2[O:14][CH2:15][O:16][C:10]=2[CH:9]=1)[C:5]([NH2:7])=[O:6])([CH3:3])[CH3:2].[N:17]1[CH:22]=[CH:21][CH:20]=[C:19]([CH:23]=O)[CH:18]=1, predict the reaction product. (6) The product is: [CH3:1][C:2]1[CH:7]=[C:6]([CH3:8])[CH:5]=[CH:4][C:3]=1[N:9]([C:23]1[CH:28]=[CH:27][C:26]([CH3:29])=[CH:25][C:24]=1[CH3:30])[C:10]1[CH:15]=[CH:14][C:13]([C:16]2[CH:21]=[CH:20][C:19]([NH:39][C:33]3[CH:34]=[CH:35][C:36]([CH3:38])=[CH:37][C:32]=3[CH3:31])=[CH:18][CH:17]=2)=[CH:12][CH:11]=1. Given the reactants [CH3:1][C:2]1[CH:7]=[C:6]([CH3:8])[CH:5]=[CH:4][C:3]=1[N:9]([C:23]1[CH:28]=[CH:27][C:26]([CH3:29])=[CH:25][C:24]=1[CH3:30])[C:10]1[CH:15]=[CH:14][C:13]([C:16]2[CH:21]=[CH:20][CH:19]=[CH:18][C:17]=2Br)=[CH:12][CH:11]=1.[CH3:31][C:32]1[CH:37]=[C:36]([CH3:38])[CH:35]=[CH:34][C:33]=1[NH2:39].C(O[Na])(C)(C)C, predict the reaction product. (7) Given the reactants Br[CH2:2][CH2:3][C@H:4]([NH:10][O:11][Si](C(C)(C)C)(C)C)[C:5]([O:7][CH2:8][CH3:9])=[O:6].CCCC[N+](CCCC)(CCCC)CCCC.O.O.O.[F-], predict the reaction product. The product is: [O:11]1[CH2:2][CH2:3][C@@H:4]([C:5]([O:7][CH2:8][CH3:9])=[O:6])[NH:10]1. (8) Given the reactants [NH2:1][C:2]1[CH:9]=[CH:8][C:5]([C:6]#[N:7])=[CH:4][C:3]=1Br.[CH3:11][C:12]1([CH3:21])[CH2:17][CH2:16][C:15](B(O)O)=[CH:14][CH2:13]1.C([O-])([O-])=O.[Na+].[Na+], predict the reaction product. The product is: [NH2:1][C:2]1[CH:9]=[CH:8][C:5]([C:6]#[N:7])=[CH:4][C:3]=1[C:15]1[CH2:16][CH2:17][C:12]([CH3:21])([CH3:11])[CH2:13][CH:14]=1. (9) The product is: [CH3:9][O:10][C:11]1[CH:18]=[CH:17][C:14]([CH2:15][NH:16][C:1](=[O:8])[CH2:2][CH2:3][CH:4]([OH:7])[CH2:5][CH3:6])=[CH:13][CH:12]=1. Given the reactants [C:1]1(=[O:8])[O:7][CH:4]([CH2:5][CH3:6])[CH2:3][CH2:2]1.[CH3:9][O:10][C:11]1[CH:18]=[CH:17][C:14]([CH2:15][NH2:16])=[CH:13][CH:12]=1, predict the reaction product.